Task: Predict the product of the given reaction.. Dataset: Forward reaction prediction with 1.9M reactions from USPTO patents (1976-2016) (1) Given the reactants [CH2:1]([C:3]1[C:11]2[C:6](=[CH:7][CH:8]=[CH:9][C:10]=2[NH:12][C:13]([C:15]2[N:19]3[CH:20]=[CH:21][CH:22]=[CH:23][C:18]3=[N:17][CH:16]=2)=[O:14])[N:5]([CH2:24][C:25]2[CH:30]=[CH:29][CH:28]=[C:27]([CH:31]=O)[N:26]=2)[N:4]=1)[CH3:2].C(O[BH-](OC(=O)C)OC(=O)C)(=O)C.[Na+].[N:47]1([C:53]([O:55][C:56]([CH3:59])([CH3:58])[CH3:57])=[O:54])[CH2:52][CH2:51][NH:50][CH2:49][CH2:48]1, predict the reaction product. The product is: [CH2:1]([C:3]1[C:11]2[C:6](=[CH:7][CH:8]=[CH:9][C:10]=2[NH:12][C:13]([C:15]2[N:19]3[CH:20]=[CH:21][CH:22]=[CH:23][C:18]3=[N:17][CH:16]=2)=[O:14])[N:5]([CH2:24][C:25]2[N:26]=[C:27]([CH2:31][N:50]3[CH2:51][CH2:52][N:47]([C:53]([O:55][C:56]([CH3:59])([CH3:58])[CH3:57])=[O:54])[CH2:48][CH2:49]3)[CH:28]=[CH:29][CH:30]=2)[N:4]=1)[CH3:2]. (2) Given the reactants [C:1]1([CH:7]2[CH2:16][CH2:15][C:14]3[C:9](=[CH:10][CH:11]=[C:12]([OH:17])[CH:13]=3)[O:8]2)[CH:6]=[CH:5][CH:4]=[CH:3][CH:2]=1.Cl[C:19]1[CH:24]=[CH:23][C:22]([O:25][CH3:26])=[CH:21][C:20]=1[N+:27]([O-:29])=[O:28].[OH-].[K+].[I-].[K+].Cl, predict the reaction product. The product is: [CH3:26][O:25][C:22]1[CH:23]=[CH:24][C:19]([O:17][C:12]2[CH:13]=[C:14]3[C:9](=[CH:10][CH:11]=2)[O:8][CH:7]([C:1]2[CH:2]=[CH:3][CH:4]=[CH:5][CH:6]=2)[CH2:16][CH2:15]3)=[C:20]([N+:27]([O-:29])=[O:28])[CH:21]=1. (3) Given the reactants [F:1][C:2]1[CH:3]=[N:4][CH:5]=[CH:6][C:7]=1[C:8]1[C:9]([C:16]2[CH:17]=[N:18][CH:19]=[CH:20][CH:21]=2)=[N:10][C:11]([NH2:15])=[C:12]([NH2:14])[CH:13]=1.[F:22][C:23]1[CH:31]=[CH:30][C:26]([C:27](Cl)=O)=[CH:25][CH:24]=1, predict the reaction product. The product is: [F:22][C:23]1[CH:31]=[CH:30][C:26]([C:27]2[NH:15][C:11]3=[N:10][C:9]([C:16]4[CH:17]=[N:18][CH:19]=[CH:20][CH:21]=4)=[C:8]([C:7]4[CH:6]=[CH:5][N:4]=[CH:3][C:2]=4[F:1])[CH:13]=[C:12]3[N:14]=2)=[CH:25][CH:24]=1. (4) Given the reactants [C:1]1([CH3:11])[CH:6]=[CH:5]C(S(O)(=O)=O)=CC=1.[NH2:12][CH:13]([C:16]#[N:17])[C:14]#[N:15].C(N(CC)CC)C.C(OC)(OC)(OC)CCC.[CH2:35]([NH2:39])[CH:36]([CH3:38])[CH3:37].C(=O)([O-])[O-].[Na+].[Na+], predict the reaction product. The product is: [NH2:15][C:14]1[N:39]([CH2:35][CH:36]([CH3:38])[CH3:37])[C:5]([CH2:6][CH2:1][CH3:11])=[N:12][C:13]=1[C:16]#[N:17].